Dataset: Forward reaction prediction with 1.9M reactions from USPTO patents (1976-2016). Task: Predict the product of the given reaction. Given the reactants [CH3:1][N:2]1[C@@H:18]2[CH2:19][C:7]3[CH:8]=[CH:9][C:10]([O:21][CH3:22])=[C:11]4[O:12][C@H:13]5[C@@H:14]([OH:20])[CH:15]=[CH:16][C@@H:17]2[C@:5]5([C:6]=34)[CH2:4][CH2:3]1.CN1[C@@H]2CC3C=CC(OC)=C4O[C@H]5C(C=C[C@@H]2[C@]5(C=34)CC1)=O.CN1[C@@H]2CC3C=CC(OC)=C4O[C@H]5C(CC=C2[C@]5(C=34)CC1)=O, predict the reaction product. The product is: [CH3:1][N:2]1[C@@H:18]2[CH2:19][C:7]3[CH:8]=[CH:9][C:10]([O:21][CH3:22])=[C:11]4[O:12][C@H:13]5[C:14]([CH:15]=[CH:16][C@@H:17]2[C@:5]5([C:6]=34)[CH2:4][CH2:3]1)=[O:20].